Dataset: Full USPTO retrosynthesis dataset with 1.9M reactions from patents (1976-2016). Task: Predict the reactants needed to synthesize the given product. (1) Given the product [OH:15][CH:4]1[CH2:3][C@H:2]([CH3:1])[S:7][C:6]2[S:8][C:9]([S:11]([NH2:14])(=[O:13])=[O:12])=[CH:10][C:5]1=2, predict the reactants needed to synthesize it. The reactants are: [CH3:1][C@@H:2]1[S:7][C:6]2[S:8][C:9]([S:11]([NH2:14])(=[O:13])=[O:12])=[CH:10][C:5]=2[C:4](=[O:15])[CH2:3]1.C(N(CC)CC)C.O. (2) Given the product [CH3:1][C:2]1[N:3]=[C:4]([S:13][CH2:14][CH2:15][CH:16]([C:21]2[S:22][C:23]3[CH:30]=[C:29]([C:31]([F:34])([F:32])[F:33])[CH:28]=[CH:27][C:24]=3[C:25]=2[CH3:26])[CH2:17][CH2:18][O:19][CH3:20])[S:5][C:6]=1[CH2:7][C:8]([OH:10])=[O:9], predict the reactants needed to synthesize it. The reactants are: [CH3:1][C:2]1[N:3]=[C:4]([S:13][CH2:14][CH2:15][CH:16]([C:21]2[S:22][C:23]3[CH:30]=[C:29]([C:31]([F:34])([F:33])[F:32])[CH:28]=[CH:27][C:24]=3[C:25]=2[CH3:26])[CH2:17][CH2:18][O:19][CH3:20])[S:5][C:6]=1[CH2:7][C:8]([O:10]CC)=[O:9].[OH-].[Na+].